From a dataset of Forward reaction prediction with 1.9M reactions from USPTO patents (1976-2016). Predict the product of the given reaction. (1) Given the reactants Cl.[CH3:2][NH:3][OH:4].C(=O)([O-])[O-].[K+].[K+].[F:11][C:12]([F:32])([F:31])[C:13]1[CH:14]=[C:15]([C:19]2[S:23][C:22]3[CH2:24][CH2:25][CH2:26]/[C:27](=[N:28]\[C:29]#[N:30])/[C:21]=3[CH:20]=2)[CH:16]=[CH:17][CH:18]=1, predict the reaction product. The product is: [CH3:2][N:3]1[C:29]([NH2:30])=[N:28][C:27]2([C:21]3[CH:20]=[C:19]([C:15]4[CH:16]=[CH:17][CH:18]=[C:13]([C:12]([F:11])([F:31])[F:32])[CH:14]=4)[S:23][C:22]=3[CH2:24][CH2:25][CH2:26]2)[O:4]1. (2) Given the reactants C([O:4][CH2:5][C:6]([CH3:50])([CH3:49])[CH2:7][N:8]1[C:14]2[CH:15]=[CH:16][C:17]([Cl:19])=[CH:18][C:13]=2[C@@H:12]([C:20]2[CH:25]=[CH:24][CH:23]=[C:22]([O:26][CH3:27])[C:21]=2[O:28][CH3:29])[O:11][C@H:10]([CH2:30][C:31]([NH:33][C:34]2[CH:39]=[CH:38][C:37]([CH2:40][CH2:41][CH2:42][C:43]([O:45]CC)=[O:44])=[CH:36][CH:35]=2)=[O:32])[C:9]1=[O:48])(=O)C.[OH-].[Na+].C(O)C, predict the reaction product. The product is: [Cl:19][C:17]1[CH:16]=[CH:15][C:14]2[N:8]([CH2:7][C:6]([CH3:49])([CH3:50])[CH2:5][OH:4])[C:9](=[O:48])[C@@H:10]([CH2:30][C:31]([NH:33][C:34]3[CH:39]=[CH:38][C:37]([CH2:40][CH2:41][CH2:42][C:43]([OH:45])=[O:44])=[CH:36][CH:35]=3)=[O:32])[O:11][C@H:12]([C:20]3[CH:25]=[CH:24][CH:23]=[C:22]([O:26][CH3:27])[C:21]=3[O:28][CH3:29])[C:13]=2[CH:18]=1. (3) Given the reactants [F:1][C:2]1[CH:3]=[C:4]([C:8]2[CH:17]=[CH:16][C:15]3[C:10](=[CH:11][CH:12]=[C:13]([O:18]C)[CH:14]=3)[C:9]=2[CH2:20][C:21]2[CH:35]=[CH:34][C:24]([O:25][CH2:26][CH2:27][N:28]3[CH2:33][CH2:32][CH2:31][CH2:30][CH2:29]3)=[CH:23][CH:22]=2)[CH:5]=[CH:6][CH:7]=1.B(Br)(Br)Br.C(=O)(O)[O-].[Na+].C(Cl)(Cl)[Cl:46].C(O)(C)C, predict the reaction product. The product is: [ClH:46].[F:1][C:2]1[CH:3]=[C:4]([C:8]2[C:9]([CH2:20][C:21]3[CH:35]=[CH:34][C:24]([O:25][CH2:26][CH2:27][N:28]4[CH2:33][CH2:32][CH2:31][CH2:30][CH2:29]4)=[CH:23][CH:22]=3)=[C:10]3[C:15](=[CH:16][CH:17]=2)[CH:14]=[C:13]([OH:18])[CH:12]=[CH:11]3)[CH:5]=[CH:6][CH:7]=1.